From a dataset of Full USPTO retrosynthesis dataset with 1.9M reactions from patents (1976-2016). Predict the reactants needed to synthesize the given product. (1) The reactants are: [O:1]1[CH2:5][CH2:4][N:3]2[N:6]=[C:7]([CH2:9][OH:10])[CH:8]=[C:2]12. Given the product [O:1]1[CH2:5][CH2:4][N:3]2[N:6]=[C:7]([CH:9]=[O:10])[CH:8]=[C:2]12, predict the reactants needed to synthesize it. (2) Given the product [CH3:1][O:2][C:3](=[O:36])[C@@H:4]([N:16]1[CH2:39][CH2:38][N:22]([S:23]([C:26]2[CH:31]=[CH:30][CH:29]=[CH:28][C:27]=2[N+:32]([O-:34])=[O:33])(=[O:25])=[O:24])[C@@H:18]([CH2:19][CH:20]=[CH2:21])[C:17]1=[O:35])[CH2:5][C:6]1[CH:15]=[CH:14][C:13]2[C:8](=[CH:9][CH:10]=[CH:11][CH:12]=2)[CH:7]=1, predict the reactants needed to synthesize it. The reactants are: [CH3:1][O:2][C:3](=[O:36])[C@@H:4]([NH:16][C:17](=[O:35])[C@@H:18]([NH:22][S:23]([C:26]1[CH:31]=[CH:30][CH:29]=[CH:28][C:27]=1[N+:32]([O-:34])=[O:33])(=[O:25])=[O:24])[CH2:19][CH:20]=[CH2:21])[CH2:5][C:6]1[CH:15]=[CH:14][C:13]2[C:8](=[CH:9][CH:10]=[CH:11][CH:12]=2)[CH:7]=1.Br[CH2:38][CH2:39]Br.C(=O)([O-])[O-].[K+].[K+]. (3) The reactants are: [CH2:1]1[CH:8]([N:9]2[C:13](=[O:14])[C:12]3[CH:15]=[CH:16][CH:17]=[C:18]([NH2:19])[C:11]=3[CH2:10]2)[C:6](=[O:7])[NH:5][C:3](=[O:4])[CH2:2]1.Cl.C(N(CC)CC)C. Given the product [NH2:19][C:18]1[CH:17]=[CH:16][CH:15]=[C:12]2[C:11]=1[CH2:10][N:9]([CH:8]1[CH2:1][CH2:2][C:3](=[O:4])[NH:5][C:6]1=[O:7])[C:13]2=[O:14], predict the reactants needed to synthesize it. (4) Given the product [C:31]([O:30][C:28]([N:20]1[CH2:17][CH2:18][CH2:19][CH2:14]1)=[O:29])([CH3:33])([CH3:34])[CH3:32], predict the reactants needed to synthesize it. The reactants are: [C:18]1(P([C:14]2[CH:19]=[CH:18][CH:17]=CC=2)[C:18]2[CH:17]=CC=[CH:14][CH:19]=2)[CH:17]=CC=[CH:14][CH:19]=1.[N:20]([C:28]([O:30][CH:31]([CH3:33])[CH3:32])=[O:29])=[N:20][C:28]([O:30][CH:31]([CH3:33])[CH3:32])=[O:29].[CH3:34]OC(=O)/C=C/C1C=CC(O)=CC=1. (5) Given the product [NH:8]1[CH2:9][CH2:10][CH:11]([C:14]2[C:18]3[CH:19]=[N:20][CH:21]=[CH:22][C:17]=3[NH:16][CH:15]=2)[CH2:12][CH2:13]1, predict the reactants needed to synthesize it. The reactants are: C(OC([N:8]1[CH2:13][CH2:12][CH:11]([C:14]2[C:18]3[CH:19]=[N:20][CH:21]=[CH:22][C:17]=3[NH:16][CH:15]=2)[CH2:10][CH2:9]1)=O)(C)(C)C.C(O)(C(F)(F)F)=O.C(Cl)Cl. (6) Given the product [CH3:1][C:2]1[C:6]([C:7]2[CH:8]=[C:9]3[N:15]([CH:16]([C:22]4[CH:27]=[CH:26][CH:25]=[CH:24][CH:23]=4)[C:17]([OH:19])=[O:18])[CH:14]=[C:13]([C:28]4[CH:29]=[N:30][N:31]([CH3:33])[CH:32]=4)[C:10]3=[N:11][CH:12]=2)=[C:5]([CH3:34])[O:4][N:3]=1, predict the reactants needed to synthesize it. The reactants are: [CH3:1][C:2]1[C:6]([C:7]2[CH:8]=[C:9]3[N:15]([CH:16]([C:22]4[CH:27]=[CH:26][CH:25]=[CH:24][CH:23]=4)[C:17]([O:19]CC)=[O:18])[CH:14]=[C:13]([C:28]4[CH:29]=[N:30][N:31]([CH3:33])[CH:32]=4)[C:10]3=[N:11][CH:12]=2)=[C:5]([CH3:34])[O:4][N:3]=1.C(=O)([O-])[O-].[K+].[K+].Cl. (7) Given the product [NH2:1][C:2]1[CH:7]=[C:6]([C:8]2[S:12][C:11]([CH2:13][CH3:14])=[N:10][C:9]=2[C:15]2[CH:16]=[C:17]([CH:18]=[CH:19][CH:20]=2)[C:21]([OH:24])=[O:28])[CH:5]=[CH:4][N:3]=1, predict the reactants needed to synthesize it. The reactants are: [NH2:1][C:2]1[CH:7]=[C:6]([C:8]2[S:12][C:11]([CH2:13][CH3:14])=[N:10][C:9]=2[C:15]2[CH:20]=[CH:19][CH:18]=[C:17]([C:21]#N)[CH:16]=2)[CH:5]=[CH:4][N:3]=1.S(=O)(=O)(O)[OH:24].[OH-:28].[Na+]. (8) Given the product [Br:10][C:11]1[CH:16]=[CH:15][C:14]([O:17][C:2]2[CH:7]=[C:6]([CH3:8])[N:5]=[C:4]([CH3:9])[CH:3]=2)=[C:13]([F:18])[CH:12]=1, predict the reactants needed to synthesize it. The reactants are: Br[C:2]1[CH:7]=[C:6]([CH3:8])[N:5]=[C:4]([CH3:9])[CH:3]=1.[Br:10][C:11]1[CH:16]=[CH:15][C:14]([OH:17])=[C:13]([F:18])[CH:12]=1.C(=O)([O-])[O-].[K+].[K+]. (9) Given the product [CH:1]1([C:5]([O:15][CH2:8][C:9]2[CH:14]=[CH:13][CH:12]=[CH:11][CH:10]=2)=[O:6])[CH2:4][CH2:3][CH2:2]1, predict the reactants needed to synthesize it. The reactants are: [CH:1]1([C:5](Cl)=[O:6])[CH2:4][CH2:3][CH2:2]1.[CH2:8]([OH:15])[C:9]1[CH:14]=[CH:13][CH:12]=[CH:11][CH:10]=1.C(N(CC)CC)C. (10) Given the product [Cl:17][C:18]1[CH:19]=[CH:20][C:21]([O:22][CH2:23][C:24]2[CH:31]=[CH:30][C:27]([CH2:28][NH:29][C:4]3[C:5](=[O:16])[C:6](=[O:15])[C:7]=3[NH:8][C:9]3[CH:10]=[CH:11][N:12]=[CH:13][CH:14]=3)=[CH:26][CH:25]=2)=[CH:32][CH:33]=1, predict the reactants needed to synthesize it. The reactants are: C(O[C:4]1[C:5](=[O:16])[C:6](=[O:15])[C:7]=1[NH:8][C:9]1[CH:14]=[CH:13][N:12]=[CH:11][CH:10]=1)C.[Cl:17][C:18]1[CH:33]=[CH:32][C:21]([O:22][CH2:23][C:24]2[CH:31]=[CH:30][C:27]([CH2:28][NH2:29])=[CH:26][CH:25]=2)=[CH:20][CH:19]=1.